Dataset: hERG Central: cardiac toxicity at 1µM, 10µM, and general inhibition. Task: Predict hERG channel inhibition at various concentrations. (1) The drug is Nc1c(-c2ccccc2)sc2ccc3ccccc3[n+]12.O=S(=O)([O-])c1ccccc1. Results: hERG_inhib (hERG inhibition (general)): blocker. (2) The compound is CN1CCN(c2ccc([N+](=O)[O-])cc2/C=N/NC(=O)c2cccc([N+](=O)[O-])c2)CC1. Results: hERG_inhib (hERG inhibition (general)): blocker.